From a dataset of Full USPTO retrosynthesis dataset with 1.9M reactions from patents (1976-2016). Predict the reactants needed to synthesize the given product. (1) Given the product [NH2:1][C:4]1[CH:5]=[CH:6][C:7]([C:8]([O:10][CH2:11][CH2:12][CH2:13][CH2:14][CH2:15][CH2:16][CH2:17][CH2:18][CH2:19][CH2:20][CH2:21][CH2:22][CH2:23][CH3:24])=[O:9])=[CH:25][CH:26]=1, predict the reactants needed to synthesize it. The reactants are: [N+:1]([C:4]1[CH:26]=[CH:25][C:7]([C:8]([O:10][CH2:11][CH2:12][CH2:13][CH2:14][CH2:15][CH2:16][CH2:17][CH2:18][CH2:19][CH2:20][CH2:21][CH2:22][CH2:23][CH3:24])=[O:9])=[CH:6][CH:5]=1)([O-])=O.C(OCC)(=O)C. (2) Given the product [OH:1][C:2]1([C:15]([O:17][CH2:18][CH2:19][CH2:20][CH3:21])=[O:16])[C:3]2[CH:4]=[CH:5][CH:6]=[CH:7][C:8]=2[C:9]2[C:14]1=[CH:13][CH:12]=[CH:11][CH:10]=2, predict the reactants needed to synthesize it. The reactants are: [OH:1][C:2]1([C:15]([OH:17])=[O:16])[C:14]2[CH:13]=[CH:12][CH:11]=[CH:10][C:9]=2[C:8]2[C:3]1=[CH:4][CH:5]=[CH:6][CH:7]=2.[CH2:18](O)[CH2:19][CH2:20][CH3:21].S(=O)(=O)(O)O.C(=O)(O)[O-].[Na+]. (3) Given the product [CH3:16][O:15][C:6]1[C:5]([O:4][CH2:3][CH2:2][Cl:1])=[CH:14][C:13]([N+:17]([O-:19])=[O:18])=[C:8]([CH:7]=1)[C:9]([O:11][CH3:12])=[O:10], predict the reactants needed to synthesize it. The reactants are: [Cl:1][CH2:2][CH2:3][O:4][C:5]1[CH:14]=[CH:13][C:8]([C:9]([O:11][CH3:12])=[O:10])=[CH:7][C:6]=1[O:15][CH3:16].[N:17]([O-:19])=[O:18].[Na+].C(O)(=O)C.[N+]([O-])(O)=O. (4) The reactants are: C(OC([N:8]1[CH2:13][CH2:12][N:11]([C:14]2[C:15]3[CH:30]=[CH:29][N:28]=[CH:27][C:16]=3[N:17]=[C:18]([C:20]3[CH:25]=[CH:24][N:23]=[C:22](Cl)[CH:21]=3)[N:19]=2)[CH2:10][CH2:9]1)=O)(C)(C)C.[NH2:31][C:32]1[CH:37]=[CH:36][CH:35]=[CH:34][CH:33]=1. Given the product [C:32]1([NH:31][C:22]2[CH:21]=[C:20]([C:18]3[N:19]=[C:14]([N:11]4[CH2:12][CH2:13][NH:8][CH2:9][CH2:10]4)[C:15]4[CH:30]=[CH:29][N:28]=[CH:27][C:16]=4[N:17]=3)[CH:25]=[CH:24][N:23]=2)[CH:37]=[CH:36][CH:35]=[CH:34][CH:33]=1, predict the reactants needed to synthesize it. (5) The reactants are: [CH2:1]1COC[CH2:2]1.BrC(F)=CC1C=CC(C#N)=CC=1.C[C:19]([CH3:33])=[CH:20][C:21]#[C:22][C:23]1[CH:32]=[CH:31][C:26]([C:27]([O:29][CH3:30])=[O:28])=[CH:25][CH:24]=1.N#N. Given the product [CH3:30][O:29][C:27](=[O:28])[C:26]1[CH:25]=[CH:24][C:23]([C:22]#[C:21]/[CH:20]=[CH:19]/[CH:33]2[CH2:2][CH2:1]2)=[CH:32][CH:31]=1, predict the reactants needed to synthesize it. (6) The reactants are: [F:1][C:2]([F:30])([F:29])[C:3]1[CH:28]=[CH:27][C:6]([O:7][C:8]2[CH:13]=[CH:12][CH:11]=[CH:10][C:9]=2[NH:14][S:15]([C:18]2[CH:26]=[CH:25][C:21]([C:22]([OH:24])=O)=[CH:20][CH:19]=2)(=[O:17])=[O:16])=[CH:5][CH:4]=1.[N:31]1([CH:37]2[CH2:42][CH2:41][N:40]([C:43]3[CH:48]=[CH:47][C:46]([NH2:49])=[CH:45][CH:44]=3)[CH2:39][CH2:38]2)[CH2:36][CH2:35][CH2:34][CH2:33][CH2:32]1. Given the product [N:31]1([CH:37]2[CH2:42][CH2:41][N:40]([C:43]3[CH:44]=[CH:45][C:46]([NH:49][C:22](=[O:24])[C:21]4[CH:20]=[CH:19][C:18]([S:15](=[O:16])(=[O:17])[NH:14][C:9]5[CH:10]=[CH:11][CH:12]=[CH:13][C:8]=5[O:7][C:6]5[CH:5]=[CH:4][C:3]([C:2]([F:29])([F:30])[F:1])=[CH:28][CH:27]=5)=[CH:26][CH:25]=4)=[CH:47][CH:48]=3)[CH2:39][CH2:38]2)[CH2:32][CH2:33][CH2:34][CH2:35][CH2:36]1, predict the reactants needed to synthesize it. (7) Given the product [CH:2]([C:3]1[S:4][C:5]([NH:8][C:9](=[O:15])[O:10][C:11]([CH3:13])([CH3:12])[CH3:14])=[CH:6][N:7]=1)=[O:1], predict the reactants needed to synthesize it. The reactants are: [OH:1][CH2:2][C:3]1[S:4][C:5]([NH:8][C:9](=[O:15])[O:10][C:11]([CH3:14])([CH3:13])[CH3:12])=[CH:6][N:7]=1. (8) Given the product [CH3:1][O:2][C:3](=[O:31])[CH:4]([CH2:18][CH2:19][O:20][CH2:21][CH2:22][NH2:23])[C:5]1[C:13]2[C:8](=[CH:9][CH:10]=[CH:11][CH:12]=2)[N:7]([C:14]([O:16][CH3:17])=[O:15])[CH:6]=1, predict the reactants needed to synthesize it. The reactants are: [CH3:1][O:2][C:3](=[O:31])[CH:4]([CH2:18][CH2:19][O:20][CH2:21][CH2:22][NH:23]C(OC(C)(C)C)=O)[C:5]1[C:13]2[C:8](=[CH:9][CH:10]=[CH:11][CH:12]=2)[N:7]([C:14]([O:16][CH3:17])=[O:15])[CH:6]=1.FC(F)(F)C(O)=O.C(=O)(O)[O-].[Na+]. (9) Given the product [CH3:40][C:39]1[C:34]([C:20]2[CH:21]=[CH:22][C:17]([C:16]([NH:15][C:10]3[CH:11]=[CH:12][CH:13]=[CH:14][C:9]=3[NH:8][C:6](=[O:7])[O:5][C:1]([CH3:2])([CH3:3])[CH3:4])=[O:32])=[CH:18][CH:19]=2)=[N:35][CH:36]=[C:37]([N+:41]([O-:43])=[O:42])[CH:38]=1, predict the reactants needed to synthesize it. The reactants are: [C:1]([O:5][C:6]([NH:8][C:9]1[CH:14]=[CH:13][CH:12]=[CH:11][C:10]=1[NH:15][C:16](=[O:32])[C:17]1[CH:22]=[CH:21][C:20](B2OC(C)(C)C(C)(C)O2)=[CH:19][CH:18]=1)=[O:7])([CH3:4])([CH3:3])[CH3:2].Cl[C:34]1[C:39]([CH3:40])=[CH:38][C:37]([N+:41]([O-:43])=[O:42])=[CH:36][N:35]=1.C(=O)(O)[O-].[Na+]. (10) The reactants are: [Br-].[C:2]([C:6]1[CH:11]=[CH:10][C:9]([S+:12]2[C:16]3[CH:17]=[CH:18][CH:19]=[CH:20][C:15]=3[C:14]3[CH:21]=[CH:22][CH:23]=[CH:24][C:13]2=3)=[CH:8][CH:7]=1)([CH3:5])([CH3:4])[CH3:3].[CH2:25]1[CH2:30][CH2:29][CH:28]([NH:31][S:32]([OH:35])(=[O:34])=[O:33])[CH2:27][CH2:26]1. Given the product [CH:28]1([NH:31][S:32](=[O:33])(=[O:34])[O-:35])[CH2:27][CH2:26][CH2:25][CH2:30][CH2:29]1.[C:2]([C:6]1[CH:11]=[CH:10][C:9]([S+:12]2[C:13]3[CH:24]=[CH:23][CH:22]=[CH:21][C:14]=3[C:15]3[CH:20]=[CH:19][CH:18]=[CH:17][C:16]2=3)=[CH:8][CH:7]=1)([CH3:5])([CH3:3])[CH3:4], predict the reactants needed to synthesize it.